This data is from Full USPTO retrosynthesis dataset with 1.9M reactions from patents (1976-2016). The task is: Predict the reactants needed to synthesize the given product. (1) Given the product [F:29][CH:2]([F:1])[O:3][C:4]1[CH:9]=[CH:8][C:7]([C:10]2[O:11][CH:12]=[C:13]([CH2:15][NH:16][C:17](=[O:27])[C:18]3[CH:23]=[CH:22][CH:21]=[CH:20][C:19]=3[O:24][CH2:25][CH3:26])[N:14]=2)=[CH:6][C:5]=1[O:28][CH2:41][CH:42]([CH3:44])[CH3:43], predict the reactants needed to synthesize it. The reactants are: [F:1][CH:2]([F:29])[O:3][C:4]1[CH:9]=[CH:8][C:7]([C:10]2[O:11][CH:12]=[C:13]([CH2:15][NH:16][C:17](=[O:27])[C:18]3[CH:23]=[CH:22][CH:21]=[CH:20][C:19]=3[O:24][CH2:25][CH3:26])[N:14]=2)=[CH:6][C:5]=1[OH:28].C1CCN2C(=NCCC2)CC1.[CH2:41](Br)[CH:42]([CH3:44])[CH3:43].O. (2) Given the product [O:1]=[S:2]1(=[O:27])[NH:7][CH2:6][C:5]2[CH:8]=[C:9]([CH2:12][N:13]([C:10]3[CH:9]=[CH:8][C:5]([C:6]#[N:30])=[CH:4][CH:11]=3)[N:14]3[CH:18]=[CH:17][N:16]=[CH:15]3)[CH:10]=[CH:11][C:4]=2[O:3]1, predict the reactants needed to synthesize it. The reactants are: [O:1]=[S:2]1(=[O:27])[N:7]=[CH:6][C:5]2[CH:8]=[C:9]([CH2:12][N:13](C3C=CC=CC=3C#N)[N:14]3[CH:18]=[CH:17][N:16]=[CH:15]3)[CH:10]=[CH:11][C:4]=2[O:3]1.[BH4-].[Na+].[NH4+:30].[Cl-].O. (3) Given the product [Cl:2][C:3]1[CH:4]=[CH:5][C:6]([CH3:11])=[C:7]([N:9]2[C:16]([NH2:17])=[CH:15][C:14]([CH3:13])=[N:10]2)[CH:8]=1, predict the reactants needed to synthesize it. The reactants are: Cl.[Cl:2][C:3]1[CH:4]=[CH:5][C:6]([CH3:11])=[C:7]([NH:9][NH2:10])[CH:8]=1.Cl.[CH3:13]/[C:14](/N)=[CH:15]\[C:16]#[N:17].C(=O)(O)[O-].[Na+]. (4) Given the product [CH:15]1([N:18]([CH2:32][C:33]2[O:34][CH:35]=[C:36]([C:38]([N:2]([CH3:1])[CH2:3][C:4]3[N:5]=[C:6]([CH2:9][N:10]4[CH2:14][CH2:13][CH2:12][CH2:11]4)[S:7][CH:8]=3)=[O:40])[N:37]=2)[S:19]([C:22]2[C:23]([CH3:31])=[CH:24][C:25]([O:29][CH3:30])=[CH:26][C:27]=2[CH3:28])(=[O:21])=[O:20])[CH2:17][CH2:16]1, predict the reactants needed to synthesize it. The reactants are: [CH3:1][NH:2][CH2:3][C:4]1[N:5]=[C:6]([CH2:9][N:10]2[CH2:14][CH2:13][CH2:12][CH2:11]2)[S:7][CH:8]=1.[CH:15]1([N:18]([CH2:32][C:33]2[O:34][CH:35]=[C:36]([C:38]([OH:40])=O)[N:37]=2)[S:19]([C:22]2[C:27]([CH3:28])=[CH:26][C:25]([O:29][CH3:30])=[CH:24][C:23]=2[CH3:31])(=[O:21])=[O:20])[CH2:17][CH2:16]1.CCN(C(C)C)C(C)C.CCN=C=NCCCN(C)C.C1C=C2N=NN(O)C2=CC=1.O. (5) Given the product [Cl:12][C:4]1[CH:3]=[C:2]([NH:18][C:17]2[CH:19]=[CH:20][C:14]([Cl:13])=[CH:15][C:16]=2[CH3:21])[C:7]([C:8]([O:10][CH3:11])=[O:9])=[CH:6][N:5]=1, predict the reactants needed to synthesize it. The reactants are: Cl[C:2]1[C:7]([C:8]([O:10][CH3:11])=[O:9])=[CH:6][N:5]=[C:4]([Cl:12])[CH:3]=1.[Cl:13][C:14]1[CH:20]=[CH:19][C:17]([NH2:18])=[C:16]([CH3:21])[CH:15]=1.